This data is from Reaction yield outcomes from USPTO patents with 853,638 reactions. The task is: Predict the reaction yield, written as a fraction of the theoretical maximum amount of product (1.0 means a 100% yield; for example, 0.34 means a 34% yield). (1) The reactants are [CH3:1][C:2]1([CH3:10])[O:6][C@@:5]([CH3:9])([CH:7]=O)[CH2:4][O:3]1.Cl.[NH2:12][OH:13].C([O-])([O-])=O.[Na+].[Na+]. The catalyst is O.CO. The product is [CH3:1][C:2]1([CH3:10])[O:6][C@@:5]([CH3:9])([CH:7]=[N:12][OH:13])[CH2:4][O:3]1. The yield is 0.750. (2) The reactants are [F:1][C:2]1[CH:18]=[CH:17][C:5]([CH2:6][C:7]2[O:11][C:10]([CH:12]3OCC[O:13]3)=[CH:9][CH:8]=2)=[CH:4][CH:3]=1.C(O)(=O)CC(CC(O)=O)(C(O)=O)O. The catalyst is CO. The product is [F:1][C:2]1[CH:18]=[CH:17][C:5]([CH2:6][C:7]2[O:11][C:10]([CH:12]=[O:13])=[CH:9][CH:8]=2)=[CH:4][CH:3]=1. The yield is 0.510.